Task: Predict the reactants needed to synthesize the given product.. Dataset: Full USPTO retrosynthesis dataset with 1.9M reactions from patents (1976-2016) (1) Given the product [Cl:11][C:12]1[CH:19]=[C:18]([O:10][C:6]2[CH:7]=[CH:8][CH:9]=[C:4]([CH2:1][CH2:2][CH3:3])[CH:5]=2)[CH:17]=[CH:16][C:13]=1[CH:14]=[O:15], predict the reactants needed to synthesize it. The reactants are: [CH2:1]([C:4]1[CH:5]=[C:6]([OH:10])[CH:7]=[CH:8][CH:9]=1)[CH2:2][CH3:3].[Cl:11][C:12]1[CH:19]=[C:18](F)[CH:17]=[CH:16][C:13]=1[CH:14]=[O:15]. (2) Given the product [CH3:34][O:35][CH:36]1[CH2:41][CH2:40][N:39]([S:20]([C:16]2[CH:15]=[C:14]([C:10]3[N:9]=[C:8]([C:6]4[CH:5]=[C:4]([C:24]5[CH:29]=[CH:28][C:27]([C:30]([F:33])([F:32])[F:31])=[CH:26][CH:25]=5)[CH:3]=[C:2]([CH3:1])[N:7]=4)[CH:13]=[CH:12][CH:11]=3)[CH:19]=[CH:18][CH:17]=2)(=[O:21])=[O:22])[CH2:38][CH2:37]1, predict the reactants needed to synthesize it. The reactants are: [CH3:1][C:2]1[N:7]=[C:6]([C:8]2[CH:13]=[CH:12][CH:11]=[C:10]([C:14]3[CH:15]=[C:16]([S:20](Cl)(=[O:22])=[O:21])[CH:17]=[CH:18][CH:19]=3)[N:9]=2)[CH:5]=[C:4]([C:24]2[CH:29]=[CH:28][C:27]([C:30]([F:33])([F:32])[F:31])=[CH:26][CH:25]=2)[CH:3]=1.[CH3:34][O:35][CH:36]1[CH2:41][CH2:40][NH:39][CH2:38][CH2:37]1. (3) Given the product [F:11][C:12]1[CH:13]=[CH:14][C:15]([C@@H:18]([N:20]2[CH2:25][CH2:24][CH2:23][CH:22]([P:1](=[O:2])([O:5][CH2:6][CH3:7])[O:8][CH2:9][CH3:10])[C:21]2=[O:27])[CH3:19])=[CH:16][CH:17]=1, predict the reactants needed to synthesize it. The reactants are: [P:1]([O:8][CH2:9][CH3:10])([O:5][CH2:6][CH3:7])[O:2]CC.[F:11][C:12]1[CH:17]=[CH:16][C:15]([C@@H:18]([N:20]2[CH2:25][CH2:24][CH2:23][CH:22](Br)[C:21]2=[O:27])[CH3:19])=[CH:14][CH:13]=1.